From a dataset of Forward reaction prediction with 1.9M reactions from USPTO patents (1976-2016). Predict the product of the given reaction. (1) Given the reactants [NH2:1][C@H:2]([C:4]([NH:6][C@H:7]([C:10]([OH:12])=[O:11])[CH2:8][OH:9])=[O:5])[CH3:3].FC1C([O:20][C:21](=O)[C@@H:22]2[CH2:26][C@@H:25]([OH:27])[CH2:24][N:23]2C(OC(C)(C)C)=O)=C(F)C(F)=C(F)C=1F.[ClH:40], predict the reaction product. The product is: [ClH:40].[OH:27][C@H:25]1[CH2:24][NH:23][C@H:22]([C:21]([NH:1][C@H:2]([C:4]([NH:6][C@H:7]([C:10]([OH:12])=[O:11])[CH2:8][OH:9])=[O:5])[CH3:3])=[O:20])[CH2:26]1. (2) The product is: [Br:18][C:6]1[S:5][C:4]2[N:3]=[C:2]([CH3:1])[C:13]3[N:9]([C:10]([CH2:15][CH2:16][CH3:17])=[N:11][C:12]=3[CH3:14])[C:8]=2[N:7]=1. Given the reactants [CH3:1][C:2]1[C:13]2[N:9]([C:10]([CH2:15][CH2:16][CH3:17])=[N:11][C:12]=2[CH3:14])[C:8]2[N:7]=[CH:6][S:5][C:4]=2[N:3]=1.[Br:18]Br, predict the reaction product. (3) Given the reactants CS(O[CH:6]1[CH2:9][C:8]2([CH2:14][CH2:13][N:12]([C:15]([O:17][C:18]([CH3:21])([CH3:20])[CH3:19])=[O:16])[CH2:11][CH2:10]2)[CH2:7]1)(=O)=O.[I-].[K+].[C-:24]#[N:25].[Na+].II, predict the reaction product. The product is: [C:24]([CH:6]1[CH2:9][C:8]2([CH2:14][CH2:13][N:12]([C:15]([O:17][C:18]([CH3:21])([CH3:20])[CH3:19])=[O:16])[CH2:11][CH2:10]2)[CH2:7]1)#[N:25]. (4) Given the reactants [OH:1][C:2]1[CH:7]=[CH:6][C:5]([C:8]2[S:9][C:10]([C:13]3[S:14][C:15]([C:18]4[S:22][C:21]([C:23]5[CH:28]=[CH:27][C:26]([OH:29])=[CH:25][CH:24]=5)=[CH:20][CH:19]=4)=[CH:16][CH:17]=3)=[CH:11][CH:12]=2)=[CH:4][CH:3]=1.[C:30]([O:35][CH2:36][CH2:37][CH2:38][CH2:39][CH2:40][CH2:41][CH2:42][CH2:43][CH2:44][CH2:45][CH2:46][Br:47])(=[O:34])[C:31]([CH3:33])=[CH2:32].[Br:48][CH2:49][CH2:50][CH2:51][CH2:52][O:53][C:54]1[CH:59]=[CH:58][CH:57]=[CH:56][C:55]=1[O:60][CH2:61][CH2:62][CH2:63][CH2:64][Br:65], predict the reaction product. The product is: [OH:29][C:26]1[CH:25]=[CH:24][C:23]([C:21]2[S:22][C:18]([C:15]3[S:14][C:13]([C:10]4[S:9][C:8]([C:5]5[CH:6]=[CH:7][C:2]([OH:1])=[CH:3][CH:4]=5)=[CH:12][CH:11]=4)=[CH:17][CH:16]=3)=[CH:19][CH:20]=2)=[CH:28][CH:27]=1.[C:30]([O:35][CH2:36][CH2:37][CH2:38][CH2:39][CH2:40][CH2:41][CH2:42][CH2:43][CH2:44][CH2:45][CH2:46][Br:47])(=[O:34])[C:31]([CH3:33])=[CH2:32].[Br:48][CH2:49][CH2:50][CH2:51][CH2:52][O:53][C:54]1[CH:59]=[CH:58][CH:57]=[C:56]([O:1][CH2:2][CH2:3][CH2:4][CH2:5][Br:47])[C:55]=1[O:60][CH2:61][CH2:62][CH2:63][CH2:64][Br:65]. (5) Given the reactants C([N:8]1[CH2:14][CH2:13][CH2:12][CH:11]([CH:15]([OH:17])[CH3:16])[CH2:10][CH2:9]1)C1C=CC=CC=1.[C:26](O[C:26]([O:28][C:29]([CH3:32])([CH3:31])[CH3:30])=[O:27])([O:28][C:29]([CH3:32])([CH3:31])[CH3:30])=[O:27], predict the reaction product. The product is: [C:29]([O:28][C:26]([N:8]1[CH2:14][CH2:13][CH2:12][CH:11]([CH:15]([OH:17])[CH3:16])[CH2:10][CH2:9]1)=[O:27])([CH3:30])([CH3:31])[CH3:32]. (6) Given the reactants C(OC(=O)[NH:10][CH2:11][CH2:12][C:13]([NH:15][CH2:16][CH2:17][NH:18][C:19]([O:21][C:22]([CH3:25])([CH3:24])[CH3:23])=[O:20])=[O:14])C1C=CC=CC=1, predict the reaction product. The product is: [C:22]([O:21][C:19]([NH:18][CH2:17][CH2:16][NH:15][C:13](=[O:14])[CH2:12][CH2:11][NH2:10])=[O:20])([CH3:25])([CH3:23])[CH3:24]. (7) The product is: [F:9][C:4]1[C:3]([O:10][C@H:11]([CH2:13][CH:14]=[CH2:15])[CH3:12])=[C:2]([B:24]2[O:31][C:30](=[O:32])[CH2:29][N:28]([CH3:33])[CH2:27][C:26](=[O:34])[O:25]2)[CH:7]=[C:6]([F:8])[CH:5]=1. Given the reactants Br[C:2]1[CH:7]=[C:6]([F:8])[CH:5]=[C:4]([F:9])[C:3]=1[O:10][C@H:11]([CH2:13][CH:14]=[CH2:15])[CH3:12].FC1C(F)=CC([B:24]2[O:31][C:30](=[O:32])[CH2:29][N:28]([CH3:33])[CH2:27][C:26](=[O:34])[O:25]2)=C(O[C@H](CC=C)C)C=1, predict the reaction product.